Dataset: Full USPTO retrosynthesis dataset with 1.9M reactions from patents (1976-2016). Task: Predict the reactants needed to synthesize the given product. (1) The reactants are: Br[C:2]1[C:12]2[O:11][CH2:10][CH2:9][N:8]([C:13]([O:15][C:16]([CH3:19])([CH3:18])[CH3:17])=[O:14])[CH:7]([CH2:20][C:21]([O:23][CH2:24][CH3:25])=[O:22])[C:6]=2[CH:5]=[CH:4][CH:3]=1.[CH3:26][N:27](C)C=O. Given the product [C:26]([C:2]1[C:12]2[O:11][CH2:10][CH2:9][N:8]([C:13]([O:15][C:16]([CH3:19])([CH3:18])[CH3:17])=[O:14])[CH:7]([CH2:20][C:21]([O:23][CH2:24][CH3:25])=[O:22])[C:6]=2[CH:5]=[CH:4][CH:3]=1)#[N:27], predict the reactants needed to synthesize it. (2) Given the product [CH3:22][CH:14]1[CH2:15][C:16]2[C:21](=[CH:20][CH:19]=[C:18]([N+:1]([O-:4])=[O:2])[CH:17]=2)[NH:13]1, predict the reactants needed to synthesize it. The reactants are: [N+:1]([O-:4])(O)=[O:2].S(=O)(=O)(O)O.C([N:13]1[C:21]2[C:16](=[CH:17][CH:18]=[CH:19][CH:20]=2)[CH2:15][CH:14]1[CH3:22])(=O)C. (3) Given the product [NH2:10][C:9]1[C:5]2[C:6](=[N:7][C:2]([CH3:1])=[CH:3][C:4]=2[C:11]([F:14])([F:12])[F:13])[S:8][C:16]=1[C:17]([NH:19][CH2:20][CH2:21][C:22]1[CH:27]=[CH:26][CH:25]=[CH:24][CH:23]=1)=[O:18], predict the reactants needed to synthesize it. The reactants are: [CH3:1][C:2]1[NH:7][C:6](=[S:8])[C:5]([C:9]#[N:10])=[C:4]([C:11]([F:14])([F:13])[F:12])[CH:3]=1.Cl[CH2:16][C:17]([NH:19][CH2:20][CH2:21][C:22]1[CH:27]=[CH:26][CH:25]=[CH:24][CH:23]=1)=[O:18].[OH-].[Na+]. (4) Given the product [F:1][C:2]1[CH:3]=[C:4]([NH:5][C:20](=[O:21])[C:19]2[CH:23]=[C:24]([N+:27]([O-:29])=[O:28])[CH:25]=[CH:26][C:18]=2[F:17])[CH:6]=[CH:7][C:8]=1[F:9], predict the reactants needed to synthesize it. The reactants are: [F:1][C:2]1[CH:3]=[C:4]([CH:6]=[CH:7][C:8]=1[F:9])[NH2:5].CCN(CC)CC.[F:17][C:18]1[CH:26]=[CH:25][C:24]([N+:27]([O-:29])=[O:28])=[CH:23][C:19]=1[C:20](Cl)=[O:21]. (5) Given the product [NH:17]([C:1](=[O:3])[CH2:4][C:5]1[N:6]=[C:7]([S:10][C:11]([CH3:16])([CH3:15])[C:12]([OH:14])=[O:13])[S:8][CH:9]=1)[C:18]1[CH:23]=[CH:22][CH:21]=[CH:20][CH:19]=1, predict the reactants needed to synthesize it. The reactants are: [C:1]([CH2:4][C:5]1[N:6]=[C:7]([S:10][C:11]([CH3:16])([CH3:15])[C:12]([OH:14])=[O:13])[S:8][CH:9]=1)([OH:3])=O.[NH2:17][C:18]1[CH:23]=[CH:22][CH:21]=[CH:20][CH:19]=1.FC(F)(F)C(O)=O. (6) Given the product [CH3:62][O:61][C:59](=[O:60])[NH:58][CH:44]([C:43](=[O:42])[NH:1][CH2:2][CH2:3][CH2:4][CH2:5][CH:6]([N:13]([S:18]([C:21]1[CH:26]=[CH:25][C:24]([NH2:27])=[CH:23][CH:22]=1)(=[O:20])=[O:19])[CH2:14][CH:15]([CH3:16])[CH3:17])[CH2:7][O:8][P:9]([OH:10])([OH:11])=[O:12])[CH:45]([C:52]1[CH:57]=[CH:56][CH:55]=[CH:54][CH:53]=1)[C:46]1[CH:51]=[CH:50][CH:49]=[CH:48][CH:47]=1, predict the reactants needed to synthesize it. The reactants are: [NH2:1][CH2:2][CH2:3][CH2:4][CH2:5][CH:6]([N:13]([S:18]([C:21]1[CH:26]=[CH:25][C:24]([NH2:27])=[CH:23][CH:22]=1)(=[O:20])=[O:19])[CH2:14][CH:15]([CH3:17])[CH3:16])[CH2:7][O:8][P:9](=[O:12])([OH:11])[OH:10].[OH-].[Na+].C(=O)(O)[O-].[Na+].O=C1CCC(=O)N1[O:42][C:43](=O)[CH:44]([NH:58][C:59]([O:61][CH3:62])=[O:60])[CH:45]([C:52]1[CH:57]=[CH:56][CH:55]=[CH:54][CH:53]=1)[C:46]1[CH:51]=[CH:50][CH:49]=[CH:48][CH:47]=1.